From a dataset of Reaction yield outcomes from USPTO patents with 853,638 reactions. Predict the reaction yield, written as a fraction of the theoretical maximum amount of product (1.0 means a 100% yield; for example, 0.34 means a 34% yield). (1) The reactants are [Cl:1][C:2]1[C:3]([F:31])=[C:4]([NH:8][CH:9]([C:11]2[CH:12]=[C:13]([C:28](O)=[O:29])[CH:14]=[C:15]3[C:20]=2[O:19][C:18]([N:21]2[CH2:26][CH2:25][O:24][CH2:23][CH2:22]2)=[CH:17][C:16]3=[O:27])[CH3:10])[CH:5]=[CH:6][CH:7]=1.[NH:32]1[CH2:37][CH2:36][CH:35]([OH:38])[CH2:34][CH2:33]1. No catalyst specified. The product is [Cl:1][C:2]1[C:3]([F:31])=[C:4]([NH:8][CH:9]([C:11]2[CH:12]=[C:13]([C:28]([N:32]3[CH2:37][CH2:36][CH:35]([OH:38])[CH2:34][CH2:33]3)=[O:29])[CH:14]=[C:15]3[C:20]=2[O:19][C:18]([N:21]2[CH2:26][CH2:25][O:24][CH2:23][CH2:22]2)=[CH:17][C:16]3=[O:27])[CH3:10])[CH:5]=[CH:6][CH:7]=1. The yield is 0.655. (2) The reactants are [C:1]([C:3]1[CH:4]=[C:5]([CH:8]=[O:9])[S:6][CH:7]=1)#[CH:2].[BH4-].[Na+].O. The catalyst is CO. The product is [C:1]([C:3]1[CH:4]=[C:5]([CH2:8][OH:9])[S:6][CH:7]=1)#[CH:2]. The yield is 0.600. (3) The reactants are [H-].C([Al+]CC(C)C)C(C)C.[F:11][C:12]1[CH:17]=[CH:16][C:15]([C:18]2[NH:19][CH:20]=[C:21]([CH:29]=[CH:30][C:31](OCC)=[O:32])[C:22]=2[C:23]2[CH:28]=[CH:27][N:26]=[CH:25][CH:24]=2)=[CH:14][CH:13]=1.C(=O)([O-])O.[Na+]. The catalyst is ClCCl. The product is [F:11][C:12]1[CH:13]=[CH:14][C:15]([C:18]2[NH:19][CH:20]=[C:21]([CH:29]=[CH:30][CH2:31][OH:32])[C:22]=2[C:23]2[CH:28]=[CH:27][N:26]=[CH:25][CH:24]=2)=[CH:16][CH:17]=1. The yield is 0.930. (4) The reactants are [F:1][C:2]1[CH:3]=[C:4]([N:9]2[CH2:13][CH:12]([CH2:14][NH:15][C:16](=[O:18])[CH3:17])[O:11][C:10]2=[O:19])[CH:5]=[CH:6][C:7]=1I.[CH3:20][C:21]1([CH3:28])[C:25]([CH3:27])([CH3:26])[O:24][BH:23][O:22]1.C(N(CC)CC)C. The catalyst is O1CCOCC1.[Pd+2].ClC1C=C[C-](P(C2C=CC=CC=2)C2C=CC=CC=2)C=1Cl.[C-]1(P(C2C=CC=CC=2)C2C=CC=CC=2)C=CC=C1.[Fe+2]. The product is [F:1][C:2]1[CH:3]=[C:4]([N:9]2[CH2:13][CH:12]([CH2:14][NH:15][C:16](=[O:18])[CH3:17])[O:11][C:10]2=[O:19])[CH:5]=[CH:6][C:7]=1[B:23]1[O:24][C:25]([CH3:27])([CH3:26])[C:21]([CH3:28])([CH3:20])[O:22]1. The yield is 0.940. (5) The reactants are [Br:1][C:2]1[CH:9]=[CH:8][C:5]([CH:6]=O)=[CH:4][CH:3]=1.[CH3:10][C:11]([S@:14]([NH2:16])=[O:15])([CH3:13])[CH3:12].CC1C=CC(S([O-])(=O)=O)=CC=1.C1C=C[NH+]=CC=1. The catalyst is ClCCl.[O-]S([O-])(=O)=O.[Cu+2]. The product is [Br:1][C:2]1[CH:9]=[CH:8][C:5](/[CH:6]=[N:16]/[S@@:14]([C:11]([CH3:13])([CH3:12])[CH3:10])=[O:15])=[CH:4][CH:3]=1. The yield is 0.690. (6) The reactants are [N:1]1[CH:6]=[CH:5][CH:4]=[CH:3][C:2]=1[C:7]1[O:11][C:10]([C:12]([O:14]C)=O)=[N:9][N:8]=1.Br[CH2:17][CH2:18][CH2:19][CH2:20][CH2:21][CH2:22][CH2:23][CH2:24][C:25]1[CH:30]=[CH:29][CH:28]=[CH:27][CH:26]=1. No catalyst specified. The product is [C:25]1([CH2:24][CH2:23][CH2:22][CH2:21][CH2:20][CH2:19][CH2:18][CH2:17][C:12]([C:10]2[O:11][C:7]([C:2]3[CH:3]=[CH:4][CH:5]=[CH:6][N:1]=3)=[N:8][N:9]=2)=[O:14])[CH:30]=[CH:29][CH:28]=[CH:27][CH:26]=1. The yield is 0.430.